This data is from Full USPTO retrosynthesis dataset with 1.9M reactions from patents (1976-2016). The task is: Predict the reactants needed to synthesize the given product. (1) Given the product [CH3:53][O:54][C:55]1[CH:60]=[C:59]([O:61][CH3:62])[CH:58]=[CH:57][C:56]=1[C:63]1[CH:68]=[CH:67][CH:66]=[C:65]([NH:69][C:24]([C:19]2[C:20](=[O:23])[O:21][C:22]3[C:17]([CH:18]=2)=[CH:16][CH:15]=[CH:14][C:13]=3[O:12][C:11]([F:10])([F:28])[F:27])=[O:26])[CH:64]=1, predict the reactants needed to synthesize it. The reactants are: CCN(C(C)C)C(C)C.[F:10][C:11]([F:28])([F:27])[O:12][C:13]1[CH:14]=[CH:15][CH:16]=[C:17]2[C:22]=1[O:21][C:20](=[O:23])[C:19]([C:24]([OH:26])=O)=[CH:18]2.CN(C(ON1N=NC2C=CC=NC1=2)=[N+](C)C)C.F[P-](F)(F)(F)(F)F.[CH3:53][O:54][C:55]1[CH:60]=[C:59]([O:61][CH3:62])[CH:58]=[CH:57][C:56]=1[C:63]1[CH:68]=[CH:67][CH:66]=[C:65]([NH2:69])[CH:64]=1. (2) Given the product [F:1][C:2]1[CH:3]=[CH:4][C:5]([C:8]2[C:17]3[C:12](=[CH:13][CH:14]=[C:15]([O:18][S:42]([C:45]([F:48])([F:47])[F:46])(=[O:44])=[O:43])[CH:16]=3)[C:11](=[O:19])[N:10]([CH2:20][CH:21]([CH3:23])[CH3:22])[C:9]=2[CH2:24][NH:25][C:26](=[O:32])[O:27][C:28]([CH3:30])([CH3:29])[CH3:31])=[CH:6][CH:7]=1, predict the reactants needed to synthesize it. The reactants are: [F:1][C:2]1[CH:7]=[CH:6][C:5]([C:8]2[C:17]3[C:12](=[CH:13][CH:14]=[C:15]([OH:18])[CH:16]=3)[C:11](=[O:19])[N:10]([CH2:20][CH:21]([CH3:23])[CH3:22])[C:9]=2[CH2:24][NH:25][C:26](=[O:32])[O:27][C:28]([CH3:31])([CH3:30])[CH3:29])=[CH:4][CH:3]=1.[H-].[Na+].C1C=CC(N([S:42]([C:45]([F:48])([F:47])[F:46])(=[O:44])=[O:43])[S:42]([C:45]([F:48])([F:47])[F:46])(=[O:44])=[O:43])=CC=1.O. (3) Given the product [Cl:1][C:2]1[CH:3]=[C:4]([C@@H:15]([NH:22][C:23](=[O:43])[CH2:24][NH:25][C:26](=[O:42])[C:27]2[CH:32]=[C:31]([NH:33][C:34]3[NH:39][CH2:38][CH:37]([OH:40])[CH2:36][N:35]=3)[CH:30]=[C:29]([OH:41])[CH:28]=2)[CH2:16][C:17]([OH:19])=[O:18])[CH:5]=[C:6]([C:8]([CH3:13])([CH3:14])[C:9]([F:12])([F:10])[F:11])[CH:7]=1, predict the reactants needed to synthesize it. The reactants are: [Cl:1][C:2]1[CH:3]=[C:4]([C@@H:15]([NH:22][C:23](=[O:43])[CH2:24][NH:25][C:26](=[O:42])[C:27]2[CH:32]=[C:31]([NH:33][C:34]3[NH:35][CH2:36][CH:37]([OH:40])[CH2:38][N:39]=3)[CH:30]=[C:29]([OH:41])[CH:28]=2)[CH2:16][C:17]([O:19]CC)=[O:18])[CH:5]=[C:6]([C:8]([CH3:14])([CH3:13])[C:9]([F:12])([F:11])[F:10])[CH:7]=1.O.[OH-].[Li+].ClCCl.